Dataset: NCI-60 drug combinations with 297,098 pairs across 59 cell lines. Task: Regression. Given two drug SMILES strings and cell line genomic features, predict the synergy score measuring deviation from expected non-interaction effect. (1) Drug 1: CC12CCC(CC1=CCC3C2CCC4(C3CC=C4C5=CN=CC=C5)C)O. Drug 2: C1C(C(OC1N2C=NC3=C(N=C(N=C32)Cl)N)CO)O. Cell line: MCF7. Synergy scores: CSS=7.92, Synergy_ZIP=-1.10, Synergy_Bliss=6.77, Synergy_Loewe=3.77, Synergy_HSA=4.09. (2) Drug 1: CC1CCC2CC(C(=CC=CC=CC(CC(C(=O)C(C(C(=CC(C(=O)CC(OC(=O)C3CCCCN3C(=O)C(=O)C1(O2)O)C(C)CC4CCC(C(C4)OC)OCCO)C)C)O)OC)C)C)C)OC. Drug 2: CCC1(C2=C(COC1=O)C(=O)N3CC4=CC5=C(C=CC(=C5CN(C)C)O)N=C4C3=C2)O.Cl. Cell line: SF-295. Synergy scores: CSS=50.5, Synergy_ZIP=-9.87, Synergy_Bliss=-7.22, Synergy_Loewe=-7.46, Synergy_HSA=-3.05. (3) Drug 1: CN(CC1=CN=C2C(=N1)C(=NC(=N2)N)N)C3=CC=C(C=C3)C(=O)NC(CCC(=O)O)C(=O)O. Drug 2: CCC1(C2=C(COC1=O)C(=O)N3CC4=CC5=C(C=CC(=C5CN(C)C)O)N=C4C3=C2)O.Cl. Cell line: SK-MEL-28. Synergy scores: CSS=28.0, Synergy_ZIP=-5.37, Synergy_Bliss=-6.12, Synergy_Loewe=-5.43, Synergy_HSA=-4.35.